Dataset: Peptide-MHC class I binding affinity with 185,985 pairs from IEDB/IMGT. Task: Regression. Given a peptide amino acid sequence and an MHC pseudo amino acid sequence, predict their binding affinity value. This is MHC class I binding data. (1) The peptide sequence is NMTGLKRDK. The MHC is HLA-B27:05 with pseudo-sequence HLA-B27:05. The binding affinity (normalized) is 0.0977. (2) The peptide sequence is IPFIAYFVLM. The MHC is HLA-A33:01 with pseudo-sequence HLA-A33:01. The binding affinity (normalized) is 0.326.